Dataset: Forward reaction prediction with 1.9M reactions from USPTO patents (1976-2016). Task: Predict the product of the given reaction. (1) Given the reactants [Cl:1][C:2]1[CH:7]=[CH:6][C:5]([NH:8][C:9](=[O:21])[C:10]2[CH:11]=[C:12]([CH:16]=[CH:17][C:18]=2[O:19][CH3:20])[C:13]([NH2:15])=[O:14])=[CH:4][CH:3]=1.Br[CH2:23][C:24]#[C:25]C, predict the reaction product. The product is: [CH2:20]([O:19][C:18]1[CH:17]=[CH:16][C:12]([C:13]([NH2:15])=[O:14])=[CH:11][C:10]=1[C:9]([NH:8][C:5]1[CH:6]=[CH:7][C:2]([Cl:1])=[CH:3][CH:4]=1)=[O:21])[C:23]#[C:24][CH3:25]. (2) Given the reactants [N+:1]([C:4]1[CH:8]=[CH:7][NH:6][N:5]=1)([O-:3])=[O:2].[H-].[Na+].[Cl:11][C:12]1[CH:19]=[CH:18][C:15]([CH2:16]Br)=[CH:14][CH:13]=1, predict the reaction product. The product is: [Cl:11][C:12]1[CH:19]=[CH:18][C:15]([CH2:16][N:6]2[CH:7]=[CH:8][C:4]([N+:1]([O-:3])=[O:2])=[N:5]2)=[CH:14][CH:13]=1.